This data is from Forward reaction prediction with 1.9M reactions from USPTO patents (1976-2016). The task is: Predict the product of the given reaction. (1) Given the reactants [N:1]1([C:8]2[CH:15]=[CH:14][C:13]([Br:16])=[CH:12][C:9]=2[CH:10]=O)[CH2:7][CH2:6][CH2:5][CH2:4][CH2:3][CH2:2]1.[C:17]([O:20][CH2:21][CH3:22])(=[O:19])[CH3:18].C[O-].[Na+].Cl, predict the reaction product. The product is: [N:1]1([C:8]2[CH:15]=[CH:14][C:13]([Br:16])=[CH:12][C:9]=2/[CH:10]=[CH:18]/[C:17]([O:20][CH2:21][CH3:22])=[O:19])[CH2:7][CH2:6][CH2:5][CH2:4][CH2:3][CH2:2]1. (2) The product is: [CH2:1]([O:3][C:4]1[CH:5]=[C:6]([CH:9]=[CH:10][C:11]=1[O:12][CH:14]([CH2:17][CH3:18])[CH2:15][CH3:16])[CH:7]=[O:8])[CH3:2]. Given the reactants [CH2:1]([O:3][C:4]1[CH:5]=[C:6]([CH:9]=[CH:10][C:11]=1[OH:12])[CH:7]=[O:8])[CH3:2].Br[CH:14]([CH2:17][CH3:18])[CH2:15][CH3:16].C([O-])([O-])=O.[K+].[K+], predict the reaction product.